Dataset: Volume of distribution at steady state (VDss) regression data from Lombardo et al.. Task: Regression/Classification. Given a drug SMILES string, predict its absorption, distribution, metabolism, or excretion properties. Task type varies by dataset: regression for continuous measurements (e.g., permeability, clearance, half-life) or binary classification for categorical outcomes (e.g., BBB penetration, CYP inhibition). For this dataset (vdss_lombardo), we predict log10(VDss) (log10 of volume of distribution in L/kg). (1) The log10(VDss) is -0.190. The drug is CN(C)C(=[NH2+])NC(=N)N. (2) The molecule is CC(S)C(=O)NCC(=O)[O-]. The log10(VDss) is 0.140. (3) The drug is CC(OC1OCCN(Cc2nn(P(=O)([O-])[O-])c(=O)[nH]2)C1c1ccc(F)cc1)c1cc(C(F)(F)F)cc(C(F)(F)F)c1. The log10(VDss) is -1.15. (4) The drug is CC1C[NH+](C2CCC(C#N)(c3ccc(F)cc3)CC2)CCC1(C(=O)[O-])c1ccccc1. The log10(VDss) is 0.0700. (5) The compound is CCC1OC(=O)C(C)C(OC2CC(C)(OC)C(O)C(C)O2)C(C)C(OC2OC(C)CC([NH+](C)C)C2O)C(C)(O)CC(C)C[NH+](C)C(C)C(O)C1(C)O. The log10(VDss) is 1.52. (6) The molecule is Cn1nnnc1SCC1=C(C(=O)O)N2C(=O)[C@@H](NC(=O)/C(=N/OCC(=O)O)c3cc[nH]n3)[C@H]2SC1. The log10(VDss) is -0.660. (7) The compound is CN(C)C(=O)Oc1cccc([N+](C)(C)C)c1. The log10(VDss) is -0.130. (8) The molecule is CCC1NC(=O)C(NC(=O)c2ncccc2[O-])C(C)OC(=O)C(c2ccccc2)NC(=O)C2CC(=O)C(CSC3C[NH+]4CCC3CC4)CN2C(=O)C(Cc2ccc(N(C)C)cc2)N(C)C(=O)C2CCCN2C1=O. The log10(VDss) is -0.170. (9) The molecule is CC1(C)[C@@H](O[C@@H]2O[C@@H](C(=O)[O-])[C@H](O)[C@@H](O)[C@@H]2O[C@H]2O[C@@H](C(=O)[O-])[C@H](O)[C@@H](O)[C@@H]2O)CC[C@@]2(C)[C@H]1CC[C@]1(C)[C@@H]2C(=O)C=C2[C@@H]3C[C@@](C)(C(=O)[O-])CC[C@]3(C)CC[C@]21C. The log10(VDss) is -1.30. (10) The drug is CCC1=CC2CN(C1)Cc1c([nH]c3ccccc13)C(C(=O)OC)(c1cc3c(cc1OC)N(C)C1C(O)(C(=O)OC)C(OC(C)=O)C4(CC)C=CCN5CCC31C54)C2. The log10(VDss) is 1.36.